Dataset: Full USPTO retrosynthesis dataset with 1.9M reactions from patents (1976-2016). Task: Predict the reactants needed to synthesize the given product. (1) The reactants are: CC1(C)[O:7][CH2:6][C:5]([NH:28]C(=O)OC(C)(C)C)([CH2:8][N:9]2[CH2:15][CH2:14][C:13]3[CH:16]=[C:17]([CH2:20][CH2:21][CH2:22][CH2:23][CH2:24][CH2:25][CH2:26][CH3:27])[CH:18]=[CH:19][C:12]=3[CH2:11][CH2:10]2)[CH2:4][O:3]1.CC1(C)OCC(NC(=O)OC(C)(C)C)(CNC2C=CC(CCCCCCCC)=CC=2)CO1. Given the product [NH2:28][C:5]([CH2:8][N:9]1[CH2:15][CH2:14][C:13]2[CH:16]=[C:17]([CH2:20][CH2:21][CH2:22][CH2:23][CH2:24][CH2:25][CH2:26][CH3:27])[CH:18]=[CH:19][C:12]=2[CH2:11][CH2:10]1)([CH2:6][OH:7])[CH2:4][OH:3], predict the reactants needed to synthesize it. (2) Given the product [F:25][C:22]1[CH:23]=[CH:24][C:19]([C:18]2[CH2:17][CH2:16][CH:5]([C:6]([O:8][CH3:9])=[O:7])[N:4]=2)=[CH:20][CH:21]=1, predict the reactants needed to synthesize it. The reactants are: C([NH:4][C:5]([CH2:16][CH2:17][C:18](=O)[C:19]1[CH:24]=[CH:23][C:22]([F:25])=[CH:21][CH:20]=1)(C(OCC)=O)[C:6]([O:8][CH2:9]C)=[O:7])(=O)C. (3) Given the product [CH2:1]([O:3][C:4]([C:6]1([C:9]2[CH:10]=[CH:11][C:12]([C:15]3[CH:20]=[CH:19][C:18]([C:21]4[S:22][C:23]([Cl:29])=[CH:24][C:25]=4[NH:40][C:45]([O:39][C@@H:37]([C:33]4[S:32][CH:36]=[CH:35][CH:34]=4)[CH3:38])=[O:49])=[CH:17][C:16]=3[O:30][CH3:31])=[CH:13][CH:14]=2)[CH2:8][CH2:7]1)=[O:5])[CH3:2], predict the reactants needed to synthesize it. The reactants are: [CH2:1]([O:3][C:4]([C:6]1([C:9]2[CH:14]=[CH:13][C:12]([C:15]3[CH:20]=[CH:19][C:18]([C:21]4[S:22][C:23]([Cl:29])=[CH:24][C:25]=4C(=O)N)=[CH:17][C:16]=3[O:30][CH3:31])=[CH:11][CH:10]=2)[CH2:8][CH2:7]1)=[O:5])[CH3:2].[S:32]1[CH:36]=[CH:35][CH:34]=[C:33]1[C@H:37]([OH:39])[CH3:38].[N:40]1[CH:45]=CC=CC=1.FC(F)(F)C(OI(C1C=CC=CC=1)OC(=O)C(F)(F)F)=[O:49]. (4) Given the product [CH3:1][C:2]1([CH3:16])[O:3][C:4](=[O:15])[NH:5][C:6]2[CH:11]=[CH:10][C:9]([C:18]3[CH:19]=[N:20][CH:21]=[C:22]([CH:23]=3)[C:24]#[N:25])=[CH:8][C:7]1=2, predict the reactants needed to synthesize it. The reactants are: [CH3:1][C:2]1([CH3:16])[C:7]2[CH:8]=[C:9](B(O)O)[CH:10]=[CH:11][C:6]=2[NH:5][C:4](=[O:15])[O:3]1.Br[C:18]1[CH:19]=[N:20][CH:21]=[C:22]([C:24]#[N:25])[CH:23]=1. (5) The reactants are: [N-:1]=[N+:2]=[N-:3].[Na+].Br[CH2:6][CH2:7][CH2:8][CH2:9][CH2:10][CH2:11][CH2:12][OH:13]. Given the product [N:1]([CH2:6][CH2:7][CH2:8][CH2:9][CH2:10][CH2:11][CH2:12][OH:13])=[N+:2]=[N-:3], predict the reactants needed to synthesize it. (6) The reactants are: [CH:1]1([C:6]2[CH:7]=[C:8]([C:18]([OH:20])=O)[CH:9]=[N:10][C:11]=2[O:12][CH2:13][C:14]([F:17])([F:16])[F:15])[CH2:5][CH2:4][CH2:3][CH2:2]1.[CH3:21][O:22][CH2:23][C@@H:24]1[CH2:28][CH2:27][CH2:26][N:25]1[NH2:29]. Given the product [CH:1]1([C:6]2[CH:7]=[C:8]([C:18]([NH:29][N:25]3[CH2:26][CH2:27][CH2:28][C@H:24]3[CH2:23][O:22][CH3:21])=[O:20])[CH:9]=[N:10][C:11]=2[O:12][CH2:13][C:14]([F:15])([F:16])[F:17])[CH2:2][CH2:3][CH2:4][CH2:5]1, predict the reactants needed to synthesize it. (7) Given the product [Cl:11][C:12]1[N:17]=[CH:16][C:15]([O:18][C:9]2[CH:8]=[CH:7][C:4]([CH:5]=[O:6])=[CH:3][C:2]=2[F:1])=[CH:14][CH:13]=1, predict the reactants needed to synthesize it. The reactants are: [F:1][C:2]1[CH:3]=[C:4]([CH:7]=[CH:8][C:9]=1F)[CH:5]=[O:6].[Cl:11][C:12]1[N:17]=[CH:16][C:15]([OH:18])=[CH:14][CH:13]=1.